Dataset: NCI-60 drug combinations with 297,098 pairs across 59 cell lines. Task: Regression. Given two drug SMILES strings and cell line genomic features, predict the synergy score measuring deviation from expected non-interaction effect. Synergy scores: CSS=10.6, Synergy_ZIP=-1.72, Synergy_Bliss=3.89, Synergy_Loewe=3.76, Synergy_HSA=4.03. Drug 1: CC1CCC2CC(C(=CC=CC=CC(CC(C(=O)C(C(C(=CC(C(=O)CC(OC(=O)C3CCCCN3C(=O)C(=O)C1(O2)O)C(C)CC4CCC(C(C4)OC)OCCO)C)C)O)OC)C)C)C)OC. Drug 2: C(CCl)NC(=O)N(CCCl)N=O. Cell line: NCI/ADR-RES.